This data is from Forward reaction prediction with 1.9M reactions from USPTO patents (1976-2016). The task is: Predict the product of the given reaction. (1) Given the reactants C([O:9][CH2:10][CH2:11][N:12]1[C:20]2[C:19](Cl)=[N:18][CH:17]=[N:16][C:15]=2[CH:14]=[CH:13]1)(=O)C1C=CC=CC=1.[CH3:22][C:23]1[CH:24]=[C:25]([CH:27]=[CH:28][C:29]=1[O:30][C:31]1[CH:36]=[CH:35][CH:34]=[C:33](/[CH:37]=[CH:38]/[CH:39]([CH3:41])[CH3:40])[CH:32]=1)[NH2:26].[OH-].[Na+], predict the reaction product. The product is: [CH3:22][C:23]1[CH:24]=[C:25]([NH:26][C:19]2[C:20]3[N:12]([CH2:11][CH2:10][OH:9])[CH:13]=[CH:14][C:15]=3[N:16]=[CH:17][N:18]=2)[CH:27]=[CH:28][C:29]=1[O:30][C:31]1[CH:36]=[CH:35][CH:34]=[C:33](/[CH:37]=[CH:38]/[CH:39]([CH3:40])[CH3:41])[CH:32]=1. (2) Given the reactants [Br:1][C:2]1[CH:7]=[C:6]([N:8]([CH:10]([CH3:13])[CH2:11]Cl)[CH3:9])[C:5]([NH2:14])=[CH:4][C:3]=1[C:15]([F:18])([F:17])[F:16].[I-].[K+].C(=O)([O-])[O-].[K+].[K+].CCOC(C)=O, predict the reaction product. The product is: [Br:1][C:2]1[CH:7]=[C:6]2[C:5]([NH:14][CH2:11][CH:10]([CH3:13])[N:8]2[CH3:9])=[CH:4][C:3]=1[C:15]([F:18])([F:17])[F:16]. (3) Given the reactants [NH2:1][C:2]1[S:3][C:4]([C:17]([NH2:19])=[O:18])=[C:5]([C:7]2[CH:12]=[CH:11][CH:10]=[C:9]([C:13]([F:16])([F:15])[F:14])[CH:8]=2)[N:6]=1.[CH3:20][O:21][CH:22]([O:33][CH3:34])[C:23]1[CH:28]=[CH:27][C:26]([N+:29]([O-:31])=[O:30])=[C:25](F)[CH:24]=1.C(=O)([O-])[O-].[Cs+].[Cs+].[Cl-].[NH4+], predict the reaction product. The product is: [CH3:34][O:33][CH:22]([O:21][CH3:20])[C:23]1[CH:28]=[CH:27][C:26]([N+:29]([O-:31])=[O:30])=[C:25]([NH:1][C:2]2[S:3][C:4]([C:17]([NH2:19])=[O:18])=[C:5]([C:7]3[CH:12]=[CH:11][CH:10]=[C:9]([C:13]([F:16])([F:14])[F:15])[CH:8]=3)[N:6]=2)[CH:24]=1. (4) The product is: [C:29]([O:28][C:26](=[O:27])[NH:1][C:2]1[CH:7]=[C:6]([C:8]2[C:20]3[C:19]([CH3:21])=[C:18]([CH3:22])[S:17][C:16]=3[C:15]([Br:23])=[C:14]3[C:9]=2[CH:10]=[CH:11][CH:12]=[CH:13]3)[CH:5]=[C:4]([Br:24])[C:3]=1[OH:25])([CH3:32])([CH3:31])[CH3:30]. Given the reactants [NH2:1][C:2]1[CH:7]=[C:6]([C:8]2[C:20]3[C:19]([CH3:21])=[C:18]([CH3:22])[S:17][C:16]=3[C:15]([Br:23])=[C:14]3[C:9]=2[CH:10]=[CH:11][CH:12]=[CH:13]3)[CH:5]=[C:4]([Br:24])[C:3]=1[OH:25].[C:26](O[C:26]([O:28][C:29]([CH3:32])([CH3:31])[CH3:30])=[O:27])([O:28][C:29]([CH3:32])([CH3:31])[CH3:30])=[O:27], predict the reaction product. (5) Given the reactants C(OC([N:8]1[CH2:13][CH2:12][N:11]([CH2:14][C:15]([N:17]2[C:25]3[C:20](=[CH:21][C:22]([F:32])=[C:23]([C:26]4[CH:31]=[CH:30][CH:29]=[CH:28][CH:27]=4)[CH:24]=3)[CH2:19][CH2:18]2)=[O:16])[CH2:10][C@H:9]1[CH3:33])=O)(C)(C)C.[ClH:34], predict the reaction product. The product is: [ClH:34].[F:32][C:22]1[CH:21]=[C:20]2[C:25](=[CH:24][C:23]=1[C:26]1[CH:27]=[CH:28][CH:29]=[CH:30][CH:31]=1)[N:17]([C:15](=[O:16])[CH2:14][N:11]1[CH2:12][CH2:13][NH:8][C@H:9]([CH3:33])[CH2:10]1)[CH2:18][CH2:19]2. (6) The product is: [CH3:19][C:20]1[S:21][CH:22]=[C:23]([C:25]2[CH:31]=[CH:30][C:28]([NH:29][C:2]3[C:7]([N+:8]([O-:10])=[O:9])=[CH:6][CH:5]=[C:4]([Cl:11])[N:3]=3)=[CH:27][CH:26]=2)[N:24]=1. Given the reactants Cl[C:2]1[C:7]([N+:8]([O-:10])=[O:9])=[CH:6][CH:5]=[C:4]([Cl:11])[N:3]=1.C(N(CC)CC)C.[CH3:19][C:20]1[S:21][CH:22]=[C:23]([C:25]2[CH:31]=[CH:30][C:28]([NH2:29])=[CH:27][CH:26]=2)[N:24]=1, predict the reaction product. (7) Given the reactants Cl[C:2]1[N:7]=[CH:6][N:5]=[C:4]([C:8]2[C:16]3[C:11](=[N:12][CH:13]=[CH:14][CH:15]=3)[N:10](S(C3C=CC(C)=CC=3)(=O)=O)[CH:9]=2)[CH:3]=1.[C:27]([N:30]1[CH2:36][CH2:35][CH2:34][NH:33][CH2:32][CH2:31]1)(=[O:29])[CH3:28].C(=O)([O-])[O-].[K+].[K+].[OH-].[Na+], predict the reaction product. The product is: [NH:10]1[C:11]2=[N:12][CH:13]=[CH:14][CH:15]=[C:16]2[C:8]([C:4]2[N:5]=[CH:6][N:7]=[C:2]([N:33]3[CH2:34][CH2:35][CH2:36][N:30]([C:27](=[O:29])[CH3:28])[CH2:31][CH2:32]3)[CH:3]=2)=[CH:9]1. (8) The product is: [NH2:21][C:18]1[CH:19]=[CH:20][C:15]([C:13]2[CH:12]=[CH:11][N:10]=[C:9]([N:8]([CH2:1][C:2]3[CH:3]=[CH:4][CH:5]=[CH:6][CH:7]=3)[CH3:26])[CH:14]=2)=[C:16]([O:24][CH3:25])[CH:17]=1. Given the reactants [CH2:1]([N:8]([CH3:26])[C:9]1[CH:14]=[C:13]([C:15]2[CH:20]=[CH:19][C:18]([N+:21]([O-])=O)=[CH:17][C:16]=2[O:24][CH3:25])[CH:12]=[CH:11][N:10]=1)[C:2]1[CH:7]=[CH:6][CH:5]=[CH:4][CH:3]=1.O.O.[Sn](Cl)Cl.C([O-])(O)=O.[Na+], predict the reaction product. (9) Given the reactants [Cl:1][C:2]1[CH:7]=[CH:6][C:5]([N:8]2[CH:12]=[C:11]([C:13]([NH2:15])=[O:14])[N:10]=[N:9]2)=[C:4]([C:16]2[CH:21]=[C:20]([O:22]C)[N:19]=[CH:18][N:17]=2)[CH:3]=1.[Si](I)(C)(C)C.[O-]S([O-])(=S)=O.[Na+].[Na+], predict the reaction product. The product is: [Cl:1][C:2]1[CH:7]=[CH:6][C:5]([N:8]2[CH:12]=[C:11]([C:13]([NH2:15])=[O:14])[N:10]=[N:9]2)=[C:4]([C:16]2[CH:21]=[C:20]([OH:22])[N:19]=[CH:18][N:17]=2)[CH:3]=1.